From a dataset of Experimentally validated miRNA-target interactions with 360,000+ pairs, plus equal number of negative samples. Binary Classification. Given a miRNA mature sequence and a target amino acid sequence, predict their likelihood of interaction. The miRNA is hsa-miR-548q with sequence GCUGGUGCAAAAGUAAUGGCGG. The protein sequence of the target gene is MAGDTHCPAEPLAREGTLWEALRALLPHSKEDLKLDLGEKVERSVVTLLQRATELFYEGRRDECLQSSEVILDYSWEKLNTGTWQDVDKDWRRVYAIGCLLKALCLCQAPEDANTVAAALRVCDMGLLMGAAILGDILLKVAAILQTHLPGKRPARGSLPEQPCTKKARADHGLIPDVKLEKTVPRLHRPSLQHFREQFLVPGRPVILKGVADHWPCMQKWSLEYIQEIAGCRTVPVEVGSRYTDEEWSQTLMTVNEFISKYIVNEPRDVGYLAQHQLFDQIPELKQDISIPDYCSLGDG.... Result: 0 (no interaction).